Dataset: NCI-60 drug combinations with 297,098 pairs across 59 cell lines. Task: Regression. Given two drug SMILES strings and cell line genomic features, predict the synergy score measuring deviation from expected non-interaction effect. Drug 2: CNC(=O)C1=NC=CC(=C1)OC2=CC=C(C=C2)NC(=O)NC3=CC(=C(C=C3)Cl)C(F)(F)F. Synergy scores: CSS=29.0, Synergy_ZIP=2.48, Synergy_Bliss=-2.40, Synergy_Loewe=-32.5, Synergy_HSA=-7.09. Cell line: UACC-257. Drug 1: CN(C)N=NC1=C(NC=N1)C(=O)N.